From a dataset of Reaction yield outcomes from USPTO patents with 853,638 reactions. Predict the reaction yield, written as a fraction of the theoretical maximum amount of product (1.0 means a 100% yield; for example, 0.34 means a 34% yield). (1) The catalyst is CO. The reactants are [N:1]1[C:6]([C:7]([O:9][CH3:10])=[O:8])=[CH:5][CH:4]=[CH:3][C:2]=1[C:11]([O:13][CH3:14])=[O:12].[ClH:15]. The yield is 0.890. The product is [ClH:15].[NH:1]1[C@H:2]([C:11]([O:13][CH3:14])=[O:12])[CH2:3][CH2:4][CH2:5][C@@H:6]1[C:7]([O:9][CH3:10])=[O:8]. (2) The reactants are [Cl:1][C:2]1[C:3]([O:9][C:10]2[CH:15]=[C:14]([O:16][CH2:17][CH2:18][O:19][CH3:20])[CH:13]=[CH:12][C:11]=2[CH2:21][CH2:22][CH2:23][OH:24])=[N:4][CH:5]=[C:6]([Cl:8])[CH:7]=1.Cl[S:26]([N:29]=[C:30]=[O:31])(=[O:28])=[O:27].N1C=CC=CC=1.[CH3:38][O:39][CH2:40][CH2:41][CH2:42][NH2:43]. The catalyst is C1(C)C=CC=CC=1.O. The product is [CH3:38][O:39][CH2:40][CH2:41][CH2:42][NH:43][S:26]([NH:29][C:30](=[O:31])[O:24][CH2:23][CH2:22][CH2:21][C:11]1[CH:12]=[CH:13][C:14]([O:16][CH2:17][CH2:18][O:19][CH3:20])=[CH:15][C:10]=1[O:9][C:3]1[C:2]([Cl:1])=[CH:7][C:6]([Cl:8])=[CH:5][N:4]=1)(=[O:28])=[O:27]. The yield is 0.700.